From a dataset of Full USPTO retrosynthesis dataset with 1.9M reactions from patents (1976-2016). Predict the reactants needed to synthesize the given product. Given the product [CH3:46][S:47]([N:20]1[CH2:21][CH2:22][N:17]([C:14]2[CH:13]=[CH:12][C:11]([C:10]#[C:9][C:6]3[CH:5]=[CH:4][C:3]([C:2]([F:31])([F:30])[F:1])=[CH:8][N:7]=3)=[CH:16][N:15]=2)[CH2:18][CH2:19]1)(=[O:49])=[O:48], predict the reactants needed to synthesize it. The reactants are: [F:1][C:2]([F:31])([F:30])[C:3]1[CH:4]=[CH:5][C:6]([C:9]#[C:10][C:11]2[CH:12]=[CH:13][C:14]([N:17]3[CH2:22][CH2:21][N:20](C(OC(C)(C)C)=O)[CH2:19][CH2:18]3)=[N:15][CH:16]=2)=[N:7][CH:8]=1.FC(F)(F)C(O)=O.C(N(CC)CC)C.[CH3:46][S:47](Cl)(=[O:49])=[O:48].